Task: Predict the reactants needed to synthesize the given product.. Dataset: Full USPTO retrosynthesis dataset with 1.9M reactions from patents (1976-2016) Given the product [NH:16]1[CH2:23][C@H:22]([OH:10])[CH2:21][C@H:17]1[C:18]([OH:20])=[O:19], predict the reactants needed to synthesize it. The reactants are: CC(S[C@@H]1[O:10][C@H](CO)[C@H](O)[C@H](O)[C@H]1O)C.[NH:16]1[CH2:23][CH2:22][CH2:21][C@H:17]1[C:18]([OH:20])=[O:19].CC1(C)S[C@@H]2[C@H](NC([C@H](N)C3C=CC=CC=3)=O)C(=O)N2[C@H]1C(O)=O.O=C[C@@H]([C@H]([C@@H]([C@@H](CO)O)O)O)O.CC1[N+](CC2C=NC(C)=NC=2N)=CSC=1CCO.